From a dataset of Forward reaction prediction with 1.9M reactions from USPTO patents (1976-2016). Predict the product of the given reaction. Given the reactants [Cl:1][C:2]1[C:3]2[C:8]([CH:9]=[C:10]3[C:15]=1[N:14]=[C:13]([C:16]1[N:17]([C:25]4[C:30]([Cl:31])=[CH:29][CH:28]=[CH:27][N:26]=4)[N:18]=[C:19]([C:21]([F:24])([F:23])[F:22])[CH:20]=1)[O:12][C:11]3=[O:32])=[N:7][CH:6]=[CH:5][N:4]=2.[CH:33]1([CH2:36][NH2:37])[CH2:35][CH2:34]1, predict the reaction product. The product is: [CH:33]1([CH2:36][NH:37][C:11]([C:10]2[CH:9]=[C:8]3[C:3](=[C:2]([Cl:1])[C:15]=2[NH:14][C:13]([C:16]2[N:17]([C:25]4[C:30]([Cl:31])=[CH:29][CH:28]=[CH:27][N:26]=4)[N:18]=[C:19]([C:21]([F:23])([F:24])[F:22])[CH:20]=2)=[O:12])[N:4]=[CH:5][CH:6]=[N:7]3)=[O:32])[CH2:35][CH2:34]1.